From a dataset of Reaction yield outcomes from USPTO patents with 853,638 reactions. Predict the reaction yield, written as a fraction of the theoretical maximum amount of product (1.0 means a 100% yield; for example, 0.34 means a 34% yield). (1) The reactants are [CH2:1]([CH:3]1[C:16]2[C:11](=[CH:12][CH:13]=[C:14]([F:17])[CH:15]=2)[C:10]2[CH:9]=[C:8]([C:18]3[CH:22]=[CH:21][S:20][CH:19]=3)[CH:7]=[CH:6][C:5]=2[N:4]1[S:23]([C:26]1[CH:31]=[CH:30][C:29]([O:32]C)=[CH:28][CH:27]=1)(=[O:25])=[O:24])[CH3:2].C1CCCCC=1.B(Br)(Br)Br.ClCCl. No catalyst specified. The product is [CH2:1]([CH:3]1[C:16]2[C:11](=[CH:12][CH:13]=[C:14]([F:17])[CH:15]=2)[C:10]2[CH:9]=[C:8]([C:18]3[CH:22]=[CH:21][S:20][CH:19]=3)[CH:7]=[CH:6][C:5]=2[N:4]1[S:23]([C:26]1[CH:27]=[CH:28][C:29]([OH:32])=[CH:30][CH:31]=1)(=[O:25])=[O:24])[CH3:2]. The yield is 0.630. (2) The reactants are C1(C)C=CC(S([O-])(=O)=O)=CC=1.[CH3:12][C@H:13]1[C@H:16]([NH3+:17])[C:15](=[O:18])[NH:14]1.CCN(CC)CC.[C:26](Cl)(=[O:35])[CH2:27][CH2:28][CH2:29][CH2:30][CH2:31][CH2:32][CH2:33][CH3:34]. The catalyst is C(Cl)Cl. The product is [CH3:12][C@H:13]1[C@H:16]([NH:17][C:26](=[O:35])[CH2:27][CH2:28][CH2:29][CH2:30][CH2:31][CH2:32][CH2:33][CH3:34])[C:15](=[O:18])[NH:14]1. The yield is 0.520. (3) The reactants are [CH:1]1([C:4]2[C:5]([N:24]([C:29]3[CH:34]=[CH:33][C:32]([N+:35]([O-])=O)=[C:31]([CH3:38])[CH:30]=3)[S:25]([CH3:28])(=[O:27])=[O:26])=[CH:6][C:7]3[O:11][C:10]([C:12]4[CH:17]=[CH:16][C:15]([F:18])=[CH:14][CH:13]=4)=[C:9]([C:19]([NH:21][CH3:22])=[O:20])[C:8]=3[CH:23]=2)[CH2:3][CH2:2]1. The catalyst is C(O)C.C1COCC1.[Pd]. The product is [NH2:35][C:32]1[CH:33]=[CH:34][C:29]([N:24]([C:5]2[C:4]([CH:1]3[CH2:3][CH2:2]3)=[CH:23][C:8]3[C:9]([C:19]([NH:21][CH3:22])=[O:20])=[C:10]([C:12]4[CH:13]=[CH:14][C:15]([F:18])=[CH:16][CH:17]=4)[O:11][C:7]=3[CH:6]=2)[S:25]([CH3:28])(=[O:27])=[O:26])=[CH:30][C:31]=1[CH3:38]. The yield is 0.860. (4) The reactants are [Cl:1][C:2]1[N:3]=[CH:4][CH:5]=[C:6]2[C:10]([CH3:11])=[C:9]([CH3:12])[NH:8][C:7]=12.[CH2:13](I)[CH:14]=[CH2:15]. No catalyst specified. The product is [CH2:15]([N:8]1[C:7]2=[C:2]([Cl:1])[N:3]=[CH:4][CH:5]=[C:6]2[C:10]([CH3:11])=[C:9]1[CH3:12])[CH:14]=[CH2:13]. The yield is 0.750. (5) The reactants are [OH:1][CH2:2][CH2:3][N:4]([CH2:20][CH2:21][OH:22])[C:5]1[C:13]([N+:14]([O-:16])=[O:15])=[CH:12][C:11]([N+:17]([O-:19])=[O:18])=[CH:10][C:6]=1[C:7]([NH2:9])=[O:8].CCN(CC)CC.[CH3:30][S:31](Cl)(=[O:33])=[O:32].C([O-])(O)=O.[Na+]. The catalyst is C(Cl)Cl. The product is [CH3:30][S:31]([O:1][CH2:2][CH2:3][N:4]([CH2:20][CH2:21][O:22][S:31]([CH3:30])(=[O:33])=[O:32])[C:5]1[C:13]([N+:14]([O-:16])=[O:15])=[CH:12][C:11]([N+:17]([O-:19])=[O:18])=[CH:10][C:6]=1[C:7]([NH2:9])=[O:8])(=[O:33])=[O:32]. The yield is 0.800. (6) The reactants are [F:1][C:2]1[CH:10]=[N:9][CH:8]=[C:7]([F:11])[C:3]=1[C:4]([OH:6])=O.ClC1N=C(OC)N=C(OC)N=1.CN1CCOCC1.FC1C=CC=CC=1C([NH:39][C:40]1[CH:45]=[CH:44][C:43]([C:46]2[C:47]([CH3:55])=[CH:48][C:49]3[S:53][CH:52]=[N:51][C:50]=3[CH:54]=2)=[CH:42][N:41]=1)=O.C([O-])(O)=O.[Na+].CC(=O)OCC. The catalyst is C(Cl)Cl. The product is [F:11][C:7]1[CH:8]=[N:9][CH:10]=[C:2]([F:1])[C:3]=1[C:4]([NH:39][C:40]1[CH:45]=[CH:44][C:43]([C:46]2[C:47]([CH3:55])=[CH:48][C:49]3[S:53][CH:52]=[N:51][C:50]=3[CH:54]=2)=[CH:42][N:41]=1)=[O:6]. The yield is 0.233.